From a dataset of Catalyst prediction with 721,799 reactions and 888 catalyst types from USPTO. Predict which catalyst facilitates the given reaction. (1) Reactant: [Si]([O:8][CH2:9][CH2:10][N:11]([CH3:23])[C:12](=[O:22])[C:13]1[CH:18]=[CH:17][C:16](F)=[C:15]([Cl:20])[C:14]=1F)(C(C)(C)C)(C)C.C(=O)([O-])[O-].[K+].[K+].[OH:30][C:31]1[CH:32]=[C:33]([CH:38]=[C:39]([O:41][C@H:42]2[CH2:46][CH2:45][O:44][CH2:43]2)[CH:40]=1)[C:34]([O:36][CH3:37])=[O:35].O. Product: [Cl:20][C:15]1[C:14]2[O:8][CH2:9][CH2:10][N:11]([CH3:23])[C:12](=[O:22])[C:13]=2[CH:18]=[CH:17][C:16]=1[O:30][C:31]1[CH:32]=[C:33]([CH:38]=[C:39]([O:41][C@H:42]2[CH2:46][CH2:45][O:44][CH2:43]2)[CH:40]=1)[C:34]([O:36][CH3:37])=[O:35]. The catalyst class is: 115. (2) Reactant: [Cl-].[NH2:2][C:3]([NH2:5])=[NH2+:4].[OH-].[Na+].[C:8](O[C:8]([O:10][C:11]([CH3:14])([CH3:13])[CH3:12])=[O:9])([O:10][C:11]([CH3:14])([CH3:13])[CH3:12])=[O:9]. Product: [C:8]([NH:4][C:3]([NH2:5])=[NH:2])([O:10][C:11]([CH3:14])([CH3:13])[CH3:12])=[O:9]. The catalyst class is: 283.